Dataset: Forward reaction prediction with 1.9M reactions from USPTO patents (1976-2016). Task: Predict the product of the given reaction. (1) The product is: [Cl:4][C:5]1[C:6]([C:1]#[N:2])=[N:7][CH:8]=[C:9]([C:11]([F:14])([F:13])[F:12])[CH:10]=1. Given the reactants [C-:1]#[N:2].[K+].[Cl:4][C:5]1[C:6](F)=[N:7][CH:8]=[C:9]([C:11]([F:14])([F:13])[F:12])[CH:10]=1.[F-], predict the reaction product. (2) Given the reactants [Si]([O:8][CH2:9][C:10]1[N:15]=[C:14]([NH:16]CC2C=CC(OC)=C(OC)C=2)[N:13]2[N:28]=[C:29]([C:31]3[O:32][CH:33]=[CH:34][CH:35]=3)[N:30]=[C:12]2[CH:11]=1)(C(C)(C)C)(C)C.C1(OC)C=CC=CC=1.FC(F)(F)S(O)(=O)=O.[OH-].[Na+], predict the reaction product. The product is: [NH2:16][C:14]1[N:13]2[N:28]=[C:29]([C:31]3[O:32][CH:33]=[CH:34][CH:35]=3)[N:30]=[C:12]2[CH:11]=[C:10]([CH2:9][OH:8])[N:15]=1. (3) Given the reactants [C:1]1([S:7]([N:10]2[CH2:14][CH:13]([C:15]3[CH:20]=[CH:19][C:18](Br)=[CH:17][CH:16]=3)[N:12]([C:22]3[CH:27]=[CH:26][CH:25]=[CH:24][CH:23]=3)[C:11]2=[O:28])(=[O:9])=[O:8])[CH:6]=[CH:5][CH:4]=[CH:3][CH:2]=1.[CH3:29][S:30]([NH:33][C:34]1[CH:35]=[C:36](B(O)O)[CH:37]=[CH:38][CH:39]=1)(=[O:32])=[O:31].C(=O)([O-])[O-].[Na+].[Na+], predict the reaction product. The product is: [C:1]1([S:7]([N:10]2[CH2:14][CH:13]([C:15]3[CH:20]=[CH:19][C:18]([C:38]4[CH:37]=[CH:36][CH:35]=[C:34]([NH:33][S:30]([CH3:29])(=[O:31])=[O:32])[CH:39]=4)=[CH:17][CH:16]=3)[N:12]([C:22]3[CH:27]=[CH:26][CH:25]=[CH:24][CH:23]=3)[C:11]2=[O:28])(=[O:9])=[O:8])[CH:6]=[CH:5][CH:4]=[CH:3][CH:2]=1. (4) Given the reactants [C:1]([O-])([O-])=O.[K+].[K+].CB1OB(C)OB(C)O1.Cl[C:17]1[N:22]=[CH:21][C:20]([C:23]2[N:32]([C:33]3[CH:38]=[CH:37][C:36]([CH:39]4[CH2:43][CH2:42][CH2:41][CH2:40]4)=[CH:35][CH:34]=3)[C:31](=[O:44])[C:30]3[C:25](=[CH:26][CH:27]=[CH:28][CH:29]=3)[N:24]=2)=[CH:19][CH:18]=1, predict the reaction product. The product is: [CH:39]1([C:36]2[CH:37]=[CH:38][C:33]([N:32]3[C:31](=[O:44])[C:30]4[C:25](=[CH:26][CH:27]=[CH:28][CH:29]=4)[N:24]=[C:23]3[C:20]3[CH:21]=[N:22][C:17]([CH3:1])=[CH:18][CH:19]=3)=[CH:34][CH:35]=2)[CH2:40][CH2:41][CH2:42][CH2:43]1. (5) Given the reactants Br[C:2]1[CH:3]=[C:4]2[CH:10]=[N:9][N:8]([CH3:11])[C:5]2=[N:6][CH:7]=1.[C:12]1([C:18]([C:20]2[CH:25]=[CH:24][CH:23]=[CH:22][CH:21]=2)=[NH:19])[CH:17]=[CH:16][CH:15]=[CH:14][CH:13]=1.C1C=CC(P(C2C=CC3C(=CC=CC=3)C=2C2C3C(=CC=CC=3)C=CC=2P(C2C=CC=CC=2)C2C=CC=CC=2)C2C=CC=CC=2)=CC=1.CC(C)([O-])C.[Na+], predict the reaction product. The product is: [C:20]1([C:18]([C:12]2[CH:13]=[CH:14][CH:15]=[CH:16][CH:17]=2)=[N:19][C:2]2[CH:3]=[C:4]3[CH:10]=[N:9][N:8]([CH3:11])[C:5]3=[N:6][CH:7]=2)[CH:21]=[CH:22][CH:23]=[CH:24][CH:25]=1.